Dataset: Drug-target binding data from BindingDB using IC50 measurements. Task: Regression. Given a target protein amino acid sequence and a drug SMILES string, predict the binding affinity score between them. We predict pIC50 (pIC50 = -log10(IC50 in M); higher means more potent). Dataset: bindingdb_ic50. (1) The drug is Cn1c(OC[C@H]2CCN(c3ccccc3)C2)nc(-c2ccncn2)cc1=O. The target protein sequence is MSGRPRTTSFAESCKPVQQPSAFGSMKVSRDKDGSKVTTVVATPGQGPDRPQEVSYTDTKVIGNGSFGVVYQAKLCDSGELVAIKKVLQDKRFKNRELQIMRKLDHCNIVRLRYFFYSSGEKKDEVYLNLVLDYVPETVYRVARHYSRAKQTLPVIYVKLYMYQLFRSLAYIHSFGICHRDIKPQNLLLDPDTAVLKLCDFGSAKQLVRGEPNVSYICSRYYRAPELIFGATDYTSSIDVWSAGCVLAELLLGQPIFPGDSGVDQLVEIIKVLGTPTREQIREMNPNYTEFKFPQIKAHPWTKVFRPRTPPEAIALCSRLLEYTPTARLTPLEACAHSFFDELRDPNVKLPNGRDTPALFNFTTQELSSNPPLATILIPPHARIQAAASTPSNTTAASDANAGDRGQTNNAASASASDS. The pIC50 is 6.0. (2) The compound is C[C@@H](N)C1CCN(S(=O)(=O)c2cccc3cnccc23)CC1. The target protein (Q63644) has sequence MSTGDSFETRFEKIDNLLRDPKSEVNSDCLLDGLDALVYDLDFPALRKNKNIDNFLSRYKDTINKIRDLRMKAEDYEVVKVIGRGAFGEVQLVRHKSTRKVYAMKLLSKFEMIKRSDSAFFWEERDIMAFANSPWVVQLFYAFQDDRYLYMVMEYMPGGDLVNLMSNYDVPEKWARFYTAEVVLALDAIHSMGFIHRDVKPDNMLLDKSGHLKLADFGTCMKMNKEGMVRCDTAVGTPDYISPEVLKSQGGDGYYGRECDWWSVGVFLYEMLVGDTPFYADSLVGTYSKIMNHKNSLTFPDDNDISKEAKNLICAFLTDREVRLGRNGVEEIKRHLFFKNDQWAWETLRDTVAPVVPDLSSDIDTSNFDDLEEDKGDEETFPIPKAFVGNQLPFVGFTYYSNRRYLPSANPSENRSSSNVDKNVQESLQKTIYKLEEQLHNEMQLKDEMEQKCRTSNIKLDKIMKELDEEGNQRRNLESAVSQIEKEKMLLQHRINEYQR.... The pIC50 is 4.7.